Predict the reactants needed to synthesize the given product. From a dataset of Full USPTO retrosynthesis dataset with 1.9M reactions from patents (1976-2016). (1) Given the product [C:1]([O:5][C:6](=[O:22])[NH:7][C:8]1[CH:13]=[C:12]([O:14][CH2:15][CH3:16])[C:11]([C:17]([F:20])([F:19])[F:18])=[CH:10][C:9]=1[NH:21][C:28](=[O:27])[CH2:29][C:30]([C:32]1[CH:37]=[CH:36][CH:35]=[C:34]([C:38]2[CH:39]=[N:40][C:41]([CH:45]3[CH2:46][CH2:47]3)=[CH:42][C:43]=2[CH3:44])[CH:33]=1)=[O:31])([CH3:2])([CH3:3])[CH3:4], predict the reactants needed to synthesize it. The reactants are: [C:1]([O:5][C:6](=[O:22])[NH:7][C:8]1[CH:13]=[C:12]([O:14][CH2:15][CH3:16])[C:11]([C:17]([F:20])([F:19])[F:18])=[CH:10][C:9]=1[NH2:21])([CH3:4])([CH3:3])[CH3:2].C([O:27][C:28](=O)[CH2:29][C:30]([C:32]1[CH:37]=[CH:36][CH:35]=[C:34]([C:38]2[CH:39]=[N:40][C:41]([CH:45]3[CH2:47][CH2:46]3)=[CH:42][C:43]=2[CH3:44])[CH:33]=1)=[O:31])(C)(C)C. (2) Given the product [F:54][CH:8]([F:7])[C:9]1[C:17]2[C:16]([F:18])([F:19])[CH2:15][CH2:14][C:13]([F:20])([F:21])[C:12]=2[N:11]([CH2:22][C:23]([NH:25][C@H:26]([C:36]2[C:41]([C:42]3[CH:43]=[C:44]4[C:48](=[CH:49][CH:50]=3)[CH2:47][NH:46][C:45]4=[O:51])=[CH:40][N:39]=[C:38]([C:5]#[C:4][C:2]([OH:6])([CH3:3])[CH3:1])[N:37]=2)[CH2:27][C:28]2[CH:33]=[C:32]([F:34])[CH:31]=[C:30]([F:35])[CH:29]=2)=[O:24])[N:10]=1, predict the reactants needed to synthesize it. The reactants are: [CH3:1][C:2]([OH:6])([C:4]#[CH:5])[CH3:3].[F:7][CH:8]([F:54])[C:9]1[C:17]2[C:16]([F:19])([F:18])[CH2:15][CH2:14][C:13]([F:21])([F:20])[C:12]=2[N:11]([CH2:22][C:23]([NH:25][C@H:26]([C:36]2[C:41]([C:42]3[CH:43]=[C:44]4[C:48](=[CH:49][CH:50]=3)[CH2:47][NH:46][C:45]4=[O:51])=[CH:40][N:39]=[C:38](SC)[N:37]=2)[CH2:27][C:28]2[CH:33]=[C:32]([F:34])[CH:31]=[C:30]([F:35])[CH:29]=2)=[O:24])[N:10]=1.C1COCC1.CCN(CC)CC. (3) Given the product [Cl:17][C:15]1[C:14]([Cl:18])=[CH:13][C:9]2[N:10]([CH2:11][CH3:12])[C:6]([C:3]([OH:5])([CH3:4])[CH2:2][S:22][CH2:21][C:20]([F:24])([F:23])[F:19])=[N:7][C:8]=2[CH:16]=1, predict the reactants needed to synthesize it. The reactants are: Cl[CH2:2][C:3]([C:6]1[N:10]([CH2:11][CH3:12])[C:9]2[CH:13]=[C:14]([Cl:18])[C:15]([Cl:17])=[CH:16][C:8]=2[N:7]=1)([OH:5])[CH3:4].[F:19][C:20]([F:24])([F:23])[CH2:21][SH:22].C[O-].[Na+]. (4) Given the product [CH2:1]([C:3]1[C:10]([C:11]2[CH:16]=[N:15][C:14]([C:17]3[CH:22]=[CH:21][C:20]([O:23][CH:24]([CH3:26])[CH3:25])=[C:19]([C:27]([F:29])([F:30])[F:28])[CH:18]=3)=[N:13][CH:12]=2)=[CH:9][CH:8]=[CH:7][C:4]=1[CH2:5][NH:31][C:32]1([C:35]([OH:37])=[O:36])[CH2:34][CH2:33]1)[CH3:2], predict the reactants needed to synthesize it. The reactants are: [CH2:1]([C:3]1[C:10]([C:11]2[CH:12]=[N:13][C:14]([C:17]3[CH:22]=[CH:21][C:20]([O:23][CH:24]([CH3:26])[CH3:25])=[C:19]([C:27]([F:30])([F:29])[F:28])[CH:18]=3)=[N:15][CH:16]=2)=[CH:9][CH:8]=[CH:7][C:4]=1[CH:5]=O)[CH3:2].[NH2:31][C:32]1([C:35]([OH:37])=[O:36])[CH2:34][CH2:33]1.C(O[BH-](OC(=O)C)OC(=O)C)(=O)C.[Na+].C([O-])(O)=O.[Na+]. (5) Given the product [F:28][C:18]([F:17])([F:27])[C:19]1[CH:24]=[CH:23][N:22]=[C:21](/[CH:25]=[CH:9]/[C:10]([O:12][CH2:13][CH3:14])=[O:11])[CH:20]=1, predict the reactants needed to synthesize it. The reactants are: C(OP([CH2:9][C:10]([O:12][CH2:13][CH3:14])=[O:11])(OCC)=O)C.[H-].[Na+].[F:17][C:18]([F:28])([F:27])[C:19]1[CH:24]=[CH:23][N:22]=[C:21]([CH:25]=O)[CH:20]=1.[Cl-].[NH4+].